From a dataset of Peptide-MHC class II binding affinity with 134,281 pairs from IEDB. Regression. Given a peptide amino acid sequence and an MHC pseudo amino acid sequence, predict their binding affinity value. This is MHC class II binding data. (1) The peptide sequence is RLVEGVLAEIDDVCL. The MHC is HLA-DQA10101-DQB10501 with pseudo-sequence HLA-DQA10101-DQB10501. The binding affinity (normalized) is 0.699. (2) The peptide sequence is AQLSQLISLLPSTLQ. The MHC is DRB3_0101 with pseudo-sequence DRB3_0101. The binding affinity (normalized) is 0.392. (3) The peptide sequence is SMSLFEVDQTKIQYV. The MHC is DRB3_0202 with pseudo-sequence DRB3_0202. The binding affinity (normalized) is 0. (4) The peptide sequence is GWPATEVMTAVGLMFAIV. The MHC is DRB1_0405 with pseudo-sequence DRB1_0405. The binding affinity (normalized) is 0. (5) The peptide sequence is KVLIELEPPFGDSYIVV. The MHC is DRB1_0401 with pseudo-sequence DRB1_0401. The binding affinity (normalized) is 0.129. (6) The peptide sequence is WCPDSMEYNCPNLSP. The MHC is DRB1_0301 with pseudo-sequence DRB1_0301. The binding affinity (normalized) is 0.404.